Task: Predict the product of the given reaction.. Dataset: Forward reaction prediction with 1.9M reactions from USPTO patents (1976-2016) (1) Given the reactants C([Mg]Br)C.I[C:6]1[CH:7]=[N:8][O:9][C:10]=1[CH3:11].[Cl:12][C:13]1[N:18]=[C:17](Cl)[CH:16]=[CH:15][N:14]=1.C(N(CC(O)=O)CC(O)=O)CN(CC(O)=O)CC(O)=O, predict the reaction product. The product is: [Cl:12][C:13]1[N:18]=[C:17]([C:6]2[CH:7]=[N:8][O:9][C:10]=2[CH3:11])[CH:16]=[CH:15][N:14]=1. (2) The product is: [CH2:25]([N:22]1[CH2:23][CH2:24][N:19]([C:9]2[CH:10]=[C:11]([O:17][CH3:18])[CH:12]=[C:13]3[C:8]=2[O:7][CH:6]([C:4]([OH:5])=[O:3])[CH2:15][CH2:14]3)[CH2:20][CH2:21]1)[CH2:26][CH2:27][CH3:28]. Given the reactants C([O:3][C:4]([C:6]1[O:7][C:8]2[C:13]([C:14](=O)[CH:15]=1)=[CH:12][C:11]([O:17][CH3:18])=[CH:10][C:9]=2[N:19]1[CH2:24][CH2:23][N:22]([CH2:25][CH2:26][CH2:27][CH3:28])[CH2:21][CH2:20]1)=[O:5])C.[H][H], predict the reaction product. (3) Given the reactants FC(F)(F)C(O)=O.[CH2:8]([NH:12][C:13]1[N:21]=[C:20]2[C:16]([N:17]=[C:18]([O:22][CH3:23])[NH:19]2)=[C:15]([NH2:24])[N:14]=1)[CH2:9][CH2:10][CH3:11].C(=O)([O-])[O-].[K+].[K+].Br[CH2:32][CH:33]1[CH2:38][CH2:37][CH2:36][O:35][CH2:34]1, predict the reaction product. The product is: [CH2:8]([NH:12][C:13]1[N:21]=[C:20]2[C:16]([N:17]=[C:18]([O:22][CH3:23])[N:19]2[CH2:32][CH:33]2[CH2:38][CH2:37][CH2:36][O:35][CH2:34]2)=[C:15]([NH2:24])[N:14]=1)[CH2:9][CH2:10][CH3:11]. (4) Given the reactants C[Si]([N-][Si](C)(C)C)(C)C.[K+].[CH3:11][C:12]1([CH3:29])[CH2:21][C:20]2[C:15](=[CH:16][C:17]([C:22]3[CH:23]=[N:24][CH:25]=[N:26][CH:27]=3)=[CH:18][CH:19]=2)[C:14](=O)[CH2:13]1.[C:30]1(C)C=CC=C[CH:31]=1, predict the reaction product. The product is: [CH:30](=[C:14]1[C:15]2[CH:16]=[C:17]([C:22]3[CH:23]=[N:24][CH:25]=[N:26][CH:27]=3)[CH:18]=[CH:19][C:20]=2[CH2:21][C:12]([CH3:29])([CH3:11])[CH2:13]1)[CH3:31]. (5) Given the reactants [Cl:1][C:2]1[CH:10]=[CH:9][C:8]([C:11]2[N:12]([C:22]([O:24][C:25]([CH3:28])([CH3:27])[CH3:26])=[O:23])[C:13]3[C:18]([CH:19]=2)=[CH:17][C:16]([CH:20]=O)=[CH:15][CH:14]=3)=[C:7]2[C:3]=1[CH2:4][NH:5][C:6]2=[O:29].[NH2:30][CH2:31][C:32]([CH3:36])([CH3:35])[CH2:33][OH:34].C(O[BH-](OC(=O)C)OC(=O)C)(=O)C.[Na+], predict the reaction product. The product is: [Cl:1][C:2]1[CH:10]=[CH:9][C:8]([C:11]2[N:12]([C:22]([O:24][C:25]([CH3:27])([CH3:26])[CH3:28])=[O:23])[C:13]3[C:18]([CH:19]=2)=[CH:17][C:16]([CH2:20][NH:30][CH2:31][C:32]([CH3:36])([CH3:35])[CH2:33][OH:34])=[CH:15][CH:14]=3)=[C:7]2[C:3]=1[CH2:4][NH:5][C:6]2=[O:29]. (6) Given the reactants [N+:1]([C:4]1[CH:5]=[C:6]([NH:10]/[C:11](=[C:18]2\[C:19](=[O:27])[NH:20][C:21]3[C:26]\2=[CH:25][CH:24]=[CH:23][CH:22]=3)/[C:12]2[CH:17]=[CH:16][CH:15]=[CH:14][CH:13]=2)[CH:7]=[CH:8][CH:9]=1)([O-])=O.[H][H], predict the reaction product. The product is: [NH2:1][C:4]1[CH:5]=[C:6]([NH:10]/[C:11](=[C:18]2\[C:19](=[O:27])[NH:20][C:21]3[C:26]\2=[CH:25][CH:24]=[CH:23][CH:22]=3)/[C:12]2[CH:17]=[CH:16][CH:15]=[CH:14][CH:13]=2)[CH:7]=[CH:8][CH:9]=1.